The task is: Predict the reactants needed to synthesize the given product.. This data is from Full USPTO retrosynthesis dataset with 1.9M reactions from patents (1976-2016). Given the product [C:3]([Si:7]([CH3:26])([CH3:25])[O:8][CH:9]([C:11]1[O:12][C:13]([CH2:16][N:17]2[N:21]=[C:20]([NH2:22])[CH:19]=[N:18]2)=[CH:14][N:15]=1)[CH3:10])([CH3:6])([CH3:5])[CH3:4], predict the reactants needed to synthesize it. The reactants are: N#N.[C:3]([Si:7]([CH3:26])([CH3:25])[O:8][CH:9]([C:11]1[O:12][C:13]([CH2:16][N:17]2[N:21]=[C:20]([N+:22]([O-])=O)[CH:19]=[N:18]2)=[CH:14][N:15]=1)[CH3:10])([CH3:6])([CH3:5])[CH3:4].[NH4+].[Cl-].